This data is from Peptide-MHC class II binding affinity with 134,281 pairs from IEDB. The task is: Regression. Given a peptide amino acid sequence and an MHC pseudo amino acid sequence, predict their binding affinity value. This is MHC class II binding data. (1) The MHC is HLA-DQA10501-DQB10201 with pseudo-sequence HLA-DQA10501-DQB10201. The peptide sequence is PQQPQQSFPQQQRP. The binding affinity (normalized) is 0.227. (2) The peptide sequence is LNKFISPKSVAGRFA. The MHC is DRB1_1302 with pseudo-sequence DRB1_1302. The binding affinity (normalized) is 0.218. (3) The peptide sequence is KAGFVILKTFTPGAE. The MHC is DRB1_0405 with pseudo-sequence DRB1_0405. The binding affinity (normalized) is 1.00. (4) The peptide sequence is AFKVAATAANRAPAN. The MHC is HLA-DPA10103-DPB10301 with pseudo-sequence HLA-DPA10103-DPB10301. The binding affinity (normalized) is 0.496. (5) The peptide sequence is AFSIRPGLLIGFGLR. The MHC is DRB3_0101 with pseudo-sequence DRB3_0101. The binding affinity (normalized) is 0.